Dataset: Forward reaction prediction with 1.9M reactions from USPTO patents (1976-2016). Task: Predict the product of the given reaction. (1) The product is: [CH3:19][O:18][C:15]1[CH:16]=[CH:17][C:12]([CH2:11][N:7]2[C:6](=[O:20])[C:5]3[CH:21]=[CH:22][C:2]([C:39]([CH3:44])([CH3:40])[CH:38]=[O:70])=[CH:3][C:4]=3[O:10][CH2:9][CH2:8]2)=[CH:13][CH:14]=1. Given the reactants Br[C:2]1[CH:22]=[CH:21][C:5]2[C:6](=[O:20])[N:7]([CH2:11][C:12]3[CH:17]=[CH:16][C:15]([O:18][CH3:19])=[CH:14][CH:13]=3)[CH2:8][CH2:9][O:10][C:4]=2[CH:3]=1.C1C=CC(P(C2C([C:38]3C(P(C4C=CC=CC=4)C4C=CC=CC=4)=CC=[C:44]4[C:39]=3[CH:40]=CC=C4)=[C:44]3[C:39]([CH:40]=CC=C3)=[CH:38]C=2)C2C=CC=CC=2)=CC=1.C([O-])([O-])=[O:70].[Cs+].[Cs+].BrC1C=NNC(=O)C=1Cl.[NH4+].[Cl-], predict the reaction product. (2) Given the reactants [N:1]1[N:5]2[CH:6]=[CH:7][C:8]([NH:10][CH2:11][C@@H:12]3[CH2:16][CH2:15][CH2:14][N:13]3[C:17]([O:19][C:20]([CH3:23])([CH3:22])[CH3:21])=[O:18])=[N:9][C:4]2=[CH:3][CH:2]=1.C1C(=O)N([I:31])C(=O)C1, predict the reaction product. The product is: [I:31][C:3]1[CH:2]=[N:1][N:5]2[CH:6]=[CH:7][C:8]([NH:10][CH2:11][C@@H:12]3[CH2:16][CH2:15][CH2:14][N:13]3[C:17]([O:19][C:20]([CH3:23])([CH3:22])[CH3:21])=[O:18])=[N:9][C:4]=12. (3) Given the reactants C(OC([N:8]1[CH2:14][CH2:13][C:12]2[N:15]=[C:16]([C:26]3[C:34]4[C:29](=[CH:30][C:31]([C:35]5[CH:40]=[C:39]([F:41])[C:38]([O:42][CH3:43])=[CH:37][C:36]=5[CH2:44][CH3:45])=[CH:32][CH:33]=4)[N:28](C4CCCCO4)[N:27]=3)[N:17](COCC[Si](C)(C)C)[C:11]=2[CH2:10][CH2:9]1)=O)(C)(C)C.[ClH:52], predict the reaction product. The product is: [ClH:52].[ClH:52].[ClH:52].[CH2:44]([C:36]1[CH:37]=[C:38]([O:42][CH3:43])[C:39]([F:41])=[CH:40][C:35]=1[C:31]1[CH:30]=[C:29]2[C:34]([C:26]([C:16]3[NH:17][C:11]4[CH2:10][CH2:9][NH:8][CH2:14][CH2:13][C:12]=4[N:15]=3)=[N:27][NH:28]2)=[CH:33][CH:32]=1)[CH3:45]. (4) Given the reactants Cl[CH2:2][C:3]1[C:11]2[C:6](=[CH:7][N:8]=[C:9]([C:12]([O:14][CH3:15])=[O:13])[CH:10]=2)[N:5]([CH2:16][C:17]2[CH:22]=[CH:21][C:20]([F:23])=[CH:19][C:18]=2[F:24])[CH:4]=1.[CH3:25][O:26][CH2:27][CH2:28][O:29][CH2:30][CH2:31][OH:32].CCN(C(C)C)C(C)C, predict the reaction product. The product is: [F:24][C:18]1[CH:19]=[C:20]([F:23])[CH:21]=[CH:22][C:17]=1[CH2:16][N:5]1[C:6]2=[CH:7][N:8]=[C:9]([C:12]([O:14][CH3:15])=[O:13])[CH:10]=[C:11]2[C:3]([CH2:2][O:32][CH2:31][CH2:30][O:29][CH2:28][CH2:27][O:26][CH3:25])=[CH:4]1.[CH3:25][O:26][CH2:27][CH2:28][O:29][CH2:30][CH2:31][OH:32]. (5) Given the reactants [Cl:1][C:2]1[CH:7]=[C:6]([CH2:8]O)[CH:5]=[CH:4][N:3]=1.S(Cl)([Cl:12])=O, predict the reaction product. The product is: [ClH:1].[Cl:1][C:2]1[CH:7]=[C:6]([CH2:8][Cl:12])[CH:5]=[CH:4][N:3]=1. (6) Given the reactants CS(OCC[C:8]1[CH:13]=[CH:12][C:11]([NH:14][C:15]2[N:24]=[CH:23][C:22]3[CH2:21][C@@H:20]([C:25]4[CH:30]=[CH:29][C:28]([Cl:31])=[C:27]([Cl:32])[CH:26]=4)[C:19]4[CH:33]=[CH:34][CH:35]=[CH:36][C:18]=4[C:17]=3[N:16]=2)=[CH:10][CH:9]=1)(=O)=O.[CH3:37][O:38][CH2:39][CH2:40][N:41]1[CH2:46][CH2:45][N:44]([CH2:47][CH2:48]N)[CH2:43][CH2:42]1, predict the reaction product. The product is: [ClH:31].[Cl:32][C:27]1[CH:26]=[C:25]([C@H:20]2[C:19]3[CH:33]=[CH:34][CH:35]=[CH:36][C:18]=3[C:17]3[N:16]=[C:15]([NH:14][C:11]4[CH:12]=[CH:13][CH:8]=[C:9]([CH2:48][CH2:47][N:44]5[CH2:45][CH2:46][N:41]([CH2:40][CH2:39][O:38][CH3:37])[CH2:42][CH2:43]5)[CH:10]=4)[N:24]=[CH:23][C:22]=3[CH2:21]2)[CH:30]=[CH:29][C:28]=1[Cl:31].